This data is from Catalyst prediction with 721,799 reactions and 888 catalyst types from USPTO. The task is: Predict which catalyst facilitates the given reaction. (1) Reactant: [Cl:1][C:2]1[CH:7]=[C:6]([OH:8])[CH:5]=[CH:4][C:3]=1[CH:9]([CH3:25])[C:10]([C:16]1[CH:17]=[C:18]([CH3:24])[C:19](=[O:23])[N:20]([CH3:22])[CH:21]=1)([OH:15])[C:11]([F:14])([F:13])[F:12].F[C:27]1[CH:34]=[CH:33][C:30]([CH:31]=[O:32])=[C:29]([C:35]([F:38])([F:37])[F:36])[CH:28]=1.C(=O)([O-])[O-].[Cs+].[Cs+].O. Product: [Cl:1][C:2]1[CH:7]=[C:6]([CH:5]=[CH:4][C:3]=1[CH:9]([CH3:25])[C:10]([C:16]1[CH:17]=[C:18]([CH3:24])[C:19](=[O:23])[N:20]([CH3:22])[CH:21]=1)([OH:15])[C:11]([F:13])([F:14])[F:12])[O:8][C:27]1[CH:34]=[CH:33][C:30]([CH:31]=[O:32])=[C:29]([C:35]([F:36])([F:38])[F:37])[CH:28]=1. The catalyst class is: 80. (2) Reactant: [NH2:1][C:2]1[N:6]([CH3:7])[NH:5][C:4](=[O:8])[CH:3]=1.[Br:9][C:10]1[CH:11]=[C:12]([CH:15]=[CH:16][C:17]=1[F:18])[CH:13]=O.[C:19]1(=O)[CH2:23][CH2:22][C:21](=[O:24])[CH2:20]1. Product: [Br:9][C:10]1[CH:11]=[C:12]([CH:13]2[C:3]3[C:4](=[O:8])[NH:5][N:6]([CH3:7])[C:2]=3[NH:1][C:19]3[CH2:23][CH2:22][C:21](=[O:24])[C:20]2=3)[CH:15]=[CH:16][C:17]=1[F:18]. The catalyst class is: 8. (3) Reactant: [CH2:1]([O:3][C:4]([C:6]1[CH:7]=[N:8][N:9]([CH2:11][C:12]2[CH:17]=[CH:16][C:15]([C:18]([OH:20])=O)=[CH:14][CH:13]=2)[CH:10]=1)=[O:5])[CH3:2].CC[N:23](C(C)C)[CH:24]([CH3:26])[CH3:25].CN(C(ON1N=NC2C=CC=CC1=2)=[N+](C)C)C.F[P-](F)(F)(F)(F)F.C(N)(C)C. Product: [CH2:1]([O:3][C:4]([C:6]1[CH:7]=[N:8][N:9]([CH2:11][C:12]2[CH:13]=[CH:14][C:15]([C:18](=[O:20])[NH:23][CH:24]([CH3:26])[CH3:25])=[CH:16][CH:17]=2)[CH:10]=1)=[O:5])[CH3:2]. The catalyst class is: 2. (4) The catalyst class is: 118. Product: [CH3:18][O:17][C:15](=[O:16])[C:14]1[CH:19]=[CH:20][C:11]([CH2:10][NH:9][C:2]2[CH:7]=[N:6][CH:5]=[C:4]([Cl:8])[N:3]=2)=[CH:12][CH:13]=1. Reactant: Cl[C:2]1[CH:7]=[N:6][CH:5]=[C:4]([Cl:8])[N:3]=1.[NH2:9][CH2:10][C:11]1[CH:20]=[CH:19][C:14]([C:15]([O:17][CH3:18])=[O:16])=[CH:13][CH:12]=1.Cl.CCN(C(C)C)C(C)C.[NH4+].[Cl-]. (5) Reactant: Cl[S:2]([CH2:5][CH2:6][CH2:7][NH:8][C:9](=[O:11])[CH3:10])(=[O:4])=[O:3].C(N(CC)CC)C.[CH3:19][C:20]([CH3:34])([C@@H:23]([O:26][CH2:27][C:28]1[CH:33]=[CH:32][CH:31]=[CH:30][CH:29]=1)[CH:24]=[CH2:25])[CH2:21][OH:22]. Product: [C:9]([NH:8][CH2:7][CH2:6][CH2:5][S:2]([O:22][CH2:21][C:20]([CH3:34])([CH3:19])[C@@H:23]([O:26][CH2:27][C:28]1[CH:33]=[CH:32][CH:31]=[CH:30][CH:29]=1)[CH:24]=[CH2:25])(=[O:4])=[O:3])(=[O:11])[CH3:10]. The catalyst class is: 154. (6) Reactant: [C:1]([O:5][C:6](=[O:11])[NH:7][CH2:8][CH2:9][OH:10])([CH3:4])([CH3:3])[CH3:2].C(P(CCCC)(CCCC)=CC#N)CCC.[Br:28][C:29]1[CH:34]=[C:33]([F:35])[CH:32]=[CH:31][C:30]=1O. Product: [Br:28][C:29]1[CH:34]=[C:33]([F:35])[CH:32]=[CH:31][C:30]=1[O:10][CH2:9][CH2:8][NH:7][C:6](=[O:11])[O:5][C:1]([CH3:4])([CH3:2])[CH3:3]. The catalyst class is: 715. (7) Reactant: [H-].[Na+].[OH:3][C:4]1[CH:13]=[CH:12][C:7]([C:8]([O:10][CH3:11])=[O:9])=[CH:6][CH:5]=1.[Br:14][CH2:15][CH2:16][CH2:17][CH2:18][CH2:19][CH2:20][CH2:21]Br. Product: [Br:14][CH2:15][CH2:16][CH2:17][CH2:18][CH2:19][CH2:20][CH2:21][O:3][C:4]1[CH:5]=[CH:6][C:7]([C:8]([O:10][CH3:11])=[O:9])=[CH:12][CH:13]=1. The catalyst class is: 288.